Dataset: Forward reaction prediction with 1.9M reactions from USPTO patents (1976-2016). Task: Predict the product of the given reaction. (1) The product is: [NH2:1][CH:4]([C:6]1[N:11]([C:12]2[CH:17]=[CH:16][CH:15]=[CH:14][CH:13]=2)[C:10](=[O:18])[N:9]2[C:19]([Cl:22])=[CH:20][N:21]=[C:8]2[CH:7]=1)[CH3:5]. Given the reactants [N:1]([CH:4]([C:6]1[N:11]([C:12]2[CH:17]=[CH:16][CH:15]=[CH:14][CH:13]=2)[C:10](=[O:18])[N:9]2[C:19]([Cl:22])=[CH:20][N:21]=[C:8]2[CH:7]=1)[CH3:5])=[N+]=[N-].N.O.C1C=CC(P(C2C=CC=CC=2)C2C=CC=CC=2)=CC=1, predict the reaction product. (2) Given the reactants C([N:8](CC1C=CC=CC=1)[C:9]1[CH:14]=[C:13]([CH3:15])[C:12]([CH:16]2[O:20][CH2:19][CH2:18][O:17]2)=[CH:11][C:10]=1[CH3:21])C1C=CC=CC=1, predict the reaction product. The product is: [O:17]1[CH2:18][CH2:19][O:20][CH:16]1[C:12]1[C:13]([CH3:15])=[CH:14][C:9]([NH2:8])=[C:10]([CH3:21])[CH:11]=1. (3) The product is: [NH2:12][C:10]1[CH:9]=[CH:8][C:7]2[CH2:1][N:2]([C:13]([O:15][C:16]([CH3:19])([CH3:18])[CH3:17])=[O:14])[CH2:3][CH2:4][CH2:5][C:6]=2[CH:11]=1. Given the reactants [CH2:1]1[C:7]2[CH:8]=[CH:9][C:10]([NH2:12])=[CH:11][C:6]=2[CH2:5][CH2:4][CH2:3][NH:2]1.[C:13](O[C:13]([O:15][C:16]([CH3:19])([CH3:18])[CH3:17])=[O:14])([O:15][C:16]([CH3:19])([CH3:18])[CH3:17])=[O:14], predict the reaction product. (4) Given the reactants [OH-].[Na+].[C:3]([O:7][C@@H:8]([C:15]1[C:16]([CH3:44])=[N:17][C:18]([CH3:43])=[C:19]([C:27]2[CH:32]=[CH:31][C:30]([O:33][CH2:34][CH2:35][C:36]3[CH:41]=[CH:40][C:39]([F:42])=[CH:38][CH:37]=3)=[CH:29][CH:28]=2)[C:20]=1[N:21]1[CH2:24][C:23]([CH3:26])([CH3:25])[CH2:22]1)[C:9]([O:11]C(C)C)=[O:10])([CH3:6])([CH3:5])[CH3:4].Cl, predict the reaction product. The product is: [C:3]([O:7][C@@H:8]([C:15]1[C:16]([CH3:44])=[N:17][C:18]([CH3:43])=[C:19]([C:27]2[CH:32]=[CH:31][C:30]([O:33][CH2:34][CH2:35][C:36]3[CH:41]=[CH:40][C:39]([F:42])=[CH:38][CH:37]=3)=[CH:29][CH:28]=2)[C:20]=1[N:21]1[CH2:24][C:23]([CH3:26])([CH3:25])[CH2:22]1)[C:9]([OH:11])=[O:10])([CH3:6])([CH3:4])[CH3:5]. (5) Given the reactants C(NC(C)C)(C)C.C([Li])CCC.[CH3:13][CH:14]1[CH2:22][C:21]2[C:16](=[CH:17][CH:18]=[CH:19][CH:20]=2)[C:15]1=[O:23].C(C(C(C)C)([NH-])C)(C)C.[Li+].C([C:36]([O:38][CH3:39])=[O:37])#N, predict the reaction product. The product is: [CH3:13][C:14]1([C:36]([O:38][CH3:39])=[O:37])[CH2:22][C:21]2[C:16](=[CH:17][CH:18]=[CH:19][CH:20]=2)[C:15]1=[O:23]. (6) Given the reactants [C:1]([O:5][C:6]([NH:8][CH2:9][CH2:10][CH2:11][C@H:12]([NH:17][C:18]([C:20]1[C:21](=[O:35])[N:22]([CH2:26][C:27]2[CH:32]=[C:31]([Cl:33])[CH:30]=[C:29]([Cl:34])[CH:28]=2)[CH:23]=[CH:24][CH:25]=1)=[O:19])[C:13]([O:15]C)=[O:14])=[O:7])([CH3:4])([CH3:3])[CH3:2].C1COCC1.[OH-].[Na+], predict the reaction product. The product is: [C:1]([O:5][C:6]([NH:8][CH2:9][CH2:10][CH2:11][C@H:12]([NH:17][C:18]([C:20]1[C:21](=[O:35])[N:22]([CH2:26][C:27]2[CH:32]=[C:31]([Cl:33])[CH:30]=[C:29]([Cl:34])[CH:28]=2)[CH:23]=[CH:24][CH:25]=1)=[O:19])[C:13]([OH:15])=[O:14])=[O:7])([CH3:4])([CH3:2])[CH3:3].